Dataset: Reaction yield outcomes from USPTO patents with 853,638 reactions. Task: Predict the reaction yield, written as a fraction of the theoretical maximum amount of product (1.0 means a 100% yield; for example, 0.34 means a 34% yield). (1) The reactants are [CH3:1][C:2]1([CH3:28])[CH2:11][C:10]2[C:5](=[CH:6][CH:7]=[C:8]([C:12]([NH:14][S:15]([CH3:18])(=[O:17])=[O:16])=[O:13])[CH:9]=2)[NH:4][CH:3]1[C:19]1[CH:24]=[CH:23][CH:22]=[C:21]([N+:25]([O-])=O)[CH:20]=1. The catalyst is C(O)C.Cl.[Fe]. The product is [NH2:25][C:21]1[CH:20]=[C:19]([CH:3]2[C:2]([CH3:1])([CH3:28])[CH2:11][C:10]3[C:5](=[CH:6][CH:7]=[C:8]([C:12]([NH:14][S:15]([CH3:18])(=[O:17])=[O:16])=[O:13])[CH:9]=3)[NH:4]2)[CH:24]=[CH:23][CH:22]=1. The yield is 0.800. (2) The reactants are [OH:1][C:2]1[CH:9]=[CH:8][CH:7]=[C:6]([OH:10])[C:3]=1[CH:4]=[O:5].C([O-])([O-])=O.[Cs+].[Cs+].Br[CH2:18][C:19]1[CH:28]=[CH:27][C:22]([C:23]([O:25][CH3:26])=[O:24])=[CH:21][CH:20]=1. The catalyst is CN(C)C=O. The product is [CH:4]([C:3]1[C:6]([OH:10])=[CH:7][CH:8]=[CH:9][C:2]=1[O:1][CH2:18][C:19]1[CH:28]=[CH:27][C:22]([C:23]([O:25][CH3:26])=[O:24])=[CH:21][CH:20]=1)=[O:5]. The yield is 0.630.